Task: Predict the reactants needed to synthesize the given product.. Dataset: Full USPTO retrosynthesis dataset with 1.9M reactions from patents (1976-2016) (1) Given the product [CH2:23]([O:22][C:19]1[CH:20]=[CH:21][C:16]([C:14]2[O:28][C:11]([C:8]3[CH:9]=[CH:10][C:5]([C:3]([O:2][CH3:1])=[O:4])=[CH:6][CH:7]=3)=[CH:12][CH:13]=2)=[CH:17][CH:18]=1)[CH2:24][CH2:25][CH2:26][CH3:27], predict the reactants needed to synthesize it. The reactants are: [CH3:1][O:2][C:3]([C:5]1[CH:10]=[CH:9][C:8]([C:11](=[O:28])[CH2:12][CH2:13][C:14]([C:16]2[CH:21]=[CH:20][C:19]([O:22][CH2:23][CH2:24][CH2:25][CH2:26][CH3:27])=[CH:18][CH:17]=2)=O)=[CH:7][CH:6]=1)=[O:4].O.C1(C)C=CC(S(O)(=O)=O)=CC=1. (2) Given the product [CH:1]1([C:6]2[N:10]([C:11]3[CH:16]=[CH:15][CH:14]=[CH:13][C:12]=3[F:17])[N:9]=[N:8][C:7]=2[C:18]2[O:20][N:30]=[C:23]([C:24]3[CH:25]=[N:26][CH:27]=[CH:28][CH:29]=3)[N:22]=2)[CH2:2][CH2:3][CH2:4][CH2:5]1, predict the reactants needed to synthesize it. The reactants are: [CH:1]1([C:6]2[N:10]([C:11]3[CH:16]=[CH:15][CH:14]=[CH:13][C:12]=3[F:17])[N:9]=[N:8][C:7]=2[C:18]([OH:20])=O)[CH2:5][CH2:4][CH2:3][CH2:2]1.O[N:22]=[C:23]([NH2:30])[C:24]1[CH:29]=[CH:28][CH:27]=[N:26][CH:25]=1. (3) Given the product [Cl:6][C:7]1[C:8]([CH3:17])=[N:9][C:10]2[N:11]([N:14]=[CH:15][CH:16]=2)[C:12]=1[Cl:3], predict the reactants needed to synthesize it. The reactants are: P(Cl)(Cl)([Cl:3])=O.[Cl:6][C:7]1[C:8]([CH3:17])=[N:9][C:10]2[N:11]([N:14]=[CH:15][CH:16]=2)[C:12]=1O. (4) Given the product [F:6][C:7]1[CH:8]=[CH:9][C:10]([NH:14][C:17](=[O:20])[CH3:31])=[C:11]([O:13][CH2:2][C:3]([CH3:5])=[CH2:4])[CH:12]=1, predict the reactants needed to synthesize it. The reactants are: Cl[CH2:2][C:3]([CH3:5])=[CH2:4].[F:6][C:7]1[CH:8]=[CH:9][C:10]([N+:14]([O-])=O)=[C:11]([OH:13])[CH:12]=1.[C:17](=[O:20])([O-])[O-].[K+].[K+].S(S([O-])=O)([O-])=O.[Na+].[Na+].[C:31]1(C)C=CC=CC=1. (5) The reactants are: I[C:2]1[CH:8]=[C:7]([O:9][CH3:10])[CH:6]=[CH:5][C:3]=1[NH2:4].[CH2:11]([O:13][C:14](=[O:22])[CH2:15][CH:16]1[CH2:20][CH2:19][CH2:18][C:17]1=O)[CH3:12].[Si](OCC)(OCC)(OCC)OCC.C1(C)C=CC(S(O)(=O)=O)=CC=1.N1C=CC=CC=1.CCN(C(C)C)C(C)C. Given the product [CH3:10][O:9][C:7]1[CH:6]=[CH:5][C:3]2[NH:4][C:17]3[CH:16]([CH2:15][C:14]([O:13][CH2:11][CH3:12])=[O:22])[CH2:20][CH2:19][C:18]=3[C:2]=2[CH:8]=1, predict the reactants needed to synthesize it.